From a dataset of NCI-60 drug combinations with 297,098 pairs across 59 cell lines. Regression. Given two drug SMILES strings and cell line genomic features, predict the synergy score measuring deviation from expected non-interaction effect. (1) Drug 1: CCC1(CC2CC(C3=C(CCN(C2)C1)C4=CC=CC=C4N3)(C5=C(C=C6C(=C5)C78CCN9C7C(C=CC9)(C(C(C8N6C=O)(C(=O)OC)O)OC(=O)C)CC)OC)C(=O)OC)O.OS(=O)(=O)O. Drug 2: CCC1(C2=C(COC1=O)C(=O)N3CC4=CC5=C(C=CC(=C5CN(C)C)O)N=C4C3=C2)O.Cl. Cell line: SN12C. Synergy scores: CSS=35.9, Synergy_ZIP=-1.48, Synergy_Bliss=-4.15, Synergy_Loewe=-14.6, Synergy_HSA=-2.88. (2) Drug 1: CS(=O)(=O)C1=CC(=C(C=C1)C(=O)NC2=CC(=C(C=C2)Cl)C3=CC=CC=N3)Cl. Drug 2: C1=C(C(=O)NC(=O)N1)F. Cell line: NCI-H322M. Synergy scores: CSS=39.6, Synergy_ZIP=10.1, Synergy_Bliss=9.84, Synergy_Loewe=5.81, Synergy_HSA=10.3. (3) Drug 1: CN1CCC(CC1)COC2=C(C=C3C(=C2)N=CN=C3NC4=C(C=C(C=C4)Br)F)OC. Drug 2: C1CCN(CC1)CCOC2=CC=C(C=C2)C(=O)C3=C(SC4=C3C=CC(=C4)O)C5=CC=C(C=C5)O. Cell line: COLO 205. Synergy scores: CSS=-0.817, Synergy_ZIP=6.97, Synergy_Bliss=10.7, Synergy_Loewe=1.26, Synergy_HSA=1.42.